From a dataset of Forward reaction prediction with 1.9M reactions from USPTO patents (1976-2016). Predict the product of the given reaction. Given the reactants [Li+].[CH2:2]([O:9][NH:10][C@@H:11]([CH2:16][O:17][C:18]1[CH:23]=[CH:22][C:21]([Br:24])=[CH:20][CH:19]=1)[CH2:12]C([O-])=O)[C:3]1[CH:8]=[CH:7][CH:6]=[CH:5][CH:4]=1.C1C=CC(P(N=[N+]=[N-])(C2C=CC=CC=2)=[O:32])=CC=1.C([N:45]([CH:48](C)C)CC)(C)C.Cl.[Na+].[Cl-], predict the reaction product. The product is: [CH2:2]([O:9][N:10]1[C@@H:11]([CH2:16][O:17][C:18]2[CH:19]=[CH:20][C:21]([Br:24])=[CH:22][CH:23]=2)[CH2:12][NH:45][C:48]1=[O:32])[C:3]1[CH:4]=[CH:5][CH:6]=[CH:7][CH:8]=1.